The task is: Predict the reactants needed to synthesize the given product.. This data is from Full USPTO retrosynthesis dataset with 1.9M reactions from patents (1976-2016). Given the product [OH:26][CH2:2][CH2:1][C@@H:3]1[CH2:9][C@@H:8]2[C@@H:6]([CH2:7]2)[CH2:5][N:4]1[C:10]([O:12][C:13]([CH3:16])([CH3:15])[CH3:14])=[O:11], predict the reactants needed to synthesize it. The reactants are: [CH:1]([C@@H:3]1[CH2:9][C@@H:8]2[C@@H:6]([CH2:7]2)[CH2:5][N:4]1[C:10]([O:12][C:13]([CH3:16])([CH3:15])[CH3:14])=[O:11])=[CH2:2].B1C2CCCC1CCC2.[OH:26]O.[OH-].[Na+].